Dataset: Forward reaction prediction with 1.9M reactions from USPTO patents (1976-2016). Task: Predict the product of the given reaction. (1) Given the reactants Br[CH2:2][C:3]([O:5][CH3:6])=[O:4].[CH2:7]([NH:10][CH:11](O)C)[CH2:8][CH3:9].CCN(CC)CC.O, predict the reaction product. The product is: [CH2:7]([N:10]1[CH2:11][CH2:6][O:5][C:3](=[O:4])[CH2:2]1)[CH2:8][CH3:9]. (2) Given the reactants [CH3:1][O:2][C:3]1[CH:8]=[CH:7][C:6]([N:9]2[CH2:14][CH2:13][N:12]([C:15]3[C:16]([CH3:29])=[C:17]([CH3:28])[C:18]4[O:22][C:21]([CH3:24])([CH3:23])[C:20](=[O:25])[C:19]=4[C:26]=3[CH3:27])[CH2:11][CH2:10]2)=[CH:5][CH:4]=1.Br[C:31]1[CH:32]=[CH:33][C:34]([F:37])=[N:35][CH:36]=1, predict the reaction product. The product is: [F:37][C:34]1[N:35]=[CH:36][C:31]([C:20]2([OH:25])[C:19]3[C:26]([CH3:27])=[C:15]([N:12]4[CH2:11][CH2:10][N:9]([C:6]5[CH:5]=[CH:4][C:3]([O:2][CH3:1])=[CH:8][CH:7]=5)[CH2:14][CH2:13]4)[C:16]([CH3:29])=[C:17]([CH3:28])[C:18]=3[O:22][C:21]2([CH3:24])[CH3:23])=[CH:32][CH:33]=1.